Dataset: Forward reaction prediction with 1.9M reactions from USPTO patents (1976-2016). Task: Predict the product of the given reaction. (1) Given the reactants [CH:1]1[C:2]([CH2:10][C@@H:11]([NH2:28])[CH2:12][C:13]([N:15]2[CH2:27][C:19]3=[N:20][N:21]=[C:22]([C:23]([F:26])([F:25])[F:24])[N:18]3[CH2:17][CH2:16]2)=[O:14])=[C:3]([F:9])[CH:4]=[C:5]([F:8])[C:6]=1[F:7].O.OP(O)(O)=O.[OH-].[Na+], predict the reaction product. The product is: [CH:1]1[C:2]([CH2:10][C@@H:11]([NH2:28])[CH2:12][C:13]([N:15]2[CH2:27][C:19]3=[N:20][N:21]=[C:22]([C:23]([F:26])([F:25])[F:24])[N:18]3[CH2:17][CH2:16]2)=[O:14])=[C:3]([F:9])[CH:4]=[C:5]([F:8])[C:6]=1[F:7]. (2) Given the reactants [S:1]1[C:9]2[CH:8]=[CH:7][N:6]=[CH:5][C:4]=2[N:3]=[C:2]1[CH2:10]O.[NH:12]1C2=NC=CC=C2C(CN)=C1, predict the reaction product. The product is: [S:1]1[C:9]2[CH:8]=[CH:7][N:6]=[CH:5][C:4]=2[N:3]=[C:2]1[CH2:10][NH2:12]. (3) Given the reactants [CH2:1]([O:8][CH2:9][CH2:10][CH:11]1[CH2:16][CH2:15][CH:14]([C@H:17]2[CH2:21][CH2:20][CH2:19][N:18]2[C:22]2[C:31]([CH2:32]Cl)=[CH:30][C:29]3[C:24](=[CH:25][C:26]([F:35])=[C:27]([F:34])[CH:28]=3)[N:23]=2)[CH2:13][CH2:12]1)[C:2]1[CH:7]=[CH:6][CH:5]=[CH:4][CH:3]=1.[F:36][C:37]([F:57])([F:56])[C:38]1[CH:39]=[C:40]([CH:49]=[C:50]([C:52]([F:55])([F:54])[F:53])[CH:51]=1)[CH2:41][NH:42][C:43]1[N:44]=[N:45][N:46]([CH3:48])[N:47]=1.CC(C)([O-])C.[K+].[NH4+].[Cl-], predict the reaction product. The product is: [CH2:1]([O:8][CH2:9][CH2:10][C@H:11]1[CH2:16][CH2:15][C@H:14]([C@H:17]2[CH2:21][CH2:20][CH2:19][N:18]2[C:22]2[C:31]([CH2:32][N:42]([C:43]3[N:44]=[N:45][N:46]([CH3:48])[N:47]=3)[CH2:41][C:40]3[CH:39]=[C:38]([C:37]([F:36])([F:56])[F:57])[CH:51]=[C:50]([C:52]([F:53])([F:54])[F:55])[CH:49]=3)=[CH:30][C:29]3[C:24](=[CH:25][C:26]([F:35])=[C:27]([F:34])[CH:28]=3)[N:23]=2)[CH2:13][CH2:12]1)[C:2]1[CH:7]=[CH:6][CH:5]=[CH:4][CH:3]=1. (4) Given the reactants [ClH:1].O1CCOCC1.COC1C=CC(C[O:15][C:16]2[N:21]=[C:20]([C:22]3[CH:35]=[CH:34][CH:33]=[C:32]4[C:23]=3[O:24][C:25]3[CH:26]=[CH:27][C:28]([CH2:36]O)=[CH:29][C:30]=3[CH2:31]4)[CH:19]=[C:18]([N:38]3[CH2:43][CH2:42][O:41][CH2:40][CH2:39]3)[CH:17]=2)=CC=1, predict the reaction product. The product is: [Cl:1][CH2:36][C:28]1[CH:27]=[C:26]2[C:25]([O:24][C:23]3[C:22]([C:20]4[NH:21][C:16](=[O:15])[CH:17]=[C:18]([N:38]5[CH2:43][CH2:42][O:41][CH2:40][CH2:39]5)[CH:19]=4)=[CH:35][CH:34]=[CH:33][C:32]=3[CH2:31]2)=[CH:30][CH:29]=1. (5) The product is: [F:57][C:58]1[C:63]([S:64]([O-:67])(=[O:66])=[O:65])=[C:62]([F:68])[C:61]([F:69])=[C:60]([F:70])[C:59]=1[F:71].[C:24]([C:21]1[CH:22]=[CH:23][C:18]([I+:17][C:14]2[CH:15]=[CH:16][C:11]([C:6]([CH2:9][CH3:10])([CH3:8])[CH3:7])=[CH:12][CH:13]=2)=[CH:19][CH:20]=1)([CH2:27][CH3:28])([CH3:26])[CH3:25]. Given the reactants S([O-])([O-])(=O)=O.[C:6]([C:11]1[CH:16]=[CH:15][C:14]([I+:17][C:18]2[CH:23]=[CH:22][C:21]([C:24]([CH2:27][CH3:28])([CH3:26])[CH3:25])=[CH:20][CH:19]=2)=[CH:13][CH:12]=1)([CH2:9][CH3:10])([CH3:8])[CH3:7].[C:24]([C:21]1[CH:22]=[CH:23][C:18]([I+:17][C:14]2[CH:15]=[CH:16][C:11]([C:6]([CH2:9][CH3:10])([CH3:8])[CH3:7])=[CH:12][CH:13]=2)=[CH:19][CH:20]=1)([CH2:27][CH3:28])([CH3:26])[CH3:25].C[N+](C)(C)C.[F:57][C:58]1[C:63]([S:64]([OH:67])(=[O:66])=[O:65])=[C:62]([F:68])[C:61]([F:69])=[C:60]([F:70])[C:59]=1[F:71], predict the reaction product. (6) Given the reactants Cl[C:2]1[CH:7]=[CH:6][C:5]([Cl:8])=[CH:4][N:3]=1.[OH:9][C:10]1[CH:15]=[CH:14][C:13](B(O)O)=[CH:12][CH:11]=1.C(=O)([O-])[O-].[K+].[K+], predict the reaction product. The product is: [Cl:8][C:5]1[CH:6]=[CH:7][C:2]([C:13]2[CH:14]=[CH:15][C:10]([OH:9])=[CH:11][CH:12]=2)=[N:3][CH:4]=1. (7) Given the reactants I[C:2]1[CH:8]=[C:7]([C:9]([F:12])([F:11])[F:10])[CH:6]=[CH:5][C:3]=1[NH2:4].[CH3:13][OH:14].C(N(CC)CC)C.CN(C)[CH:24]=[O:25], predict the reaction product. The product is: [NH2:4][C:3]1[CH:5]=[CH:6][C:7]([C:9]([F:12])([F:11])[F:10])=[CH:8][C:2]=1[C:13]([O:25][CH3:24])=[O:14]. (8) Given the reactants CC(C[C:5]([C:7]1[C:11](=[O:12])[CH:10]([CH2:13][CH:14]=[C:15]([CH3:17])[CH3:16])[C@:9]([OH:25])([C:18]([CH2:20][CH:21]=[C:22]([CH3:24])[CH3:23])=[O:19])[C:8]=1[O-:26])=[O:6])C.[CH3:27][CH:28]([C:30]([C:32]1[C:36](=[O:37])[CH:35]([CH2:38][CH:39]=[C:40]([CH3:42])[CH3:41])[C@:34]([OH:50])([C:43]([CH2:45][CH:46]=[C:47]([CH3:49])[CH3:48])=[O:44])[CH:33]=1)=[O:31])[CH3:29].[CH3:51][CH2:52][CH:53](C(C1C(=O)C(CC=C(C)C)C(O)(C(CC=C(C)C)=O)C=1O)=O)C, predict the reaction product. The product is: [CH3:29][CH:28]([C:30]([C:32]1[C:36](=[O:37])[CH:35]([CH2:38][CH:39]=[C:40]([CH3:41])[CH3:42])[C@:34]([OH:50])([C:43]([CH2:45][CH:46]=[C:47]([CH3:48])[CH3:49])=[O:44])[CH:33]=1)=[O:31])[CH3:27].[CH3:51][CH:52]([C:8]([C:7]1[C:5](=[O:6])[C:18]([OH:19])([CH2:20][CH:21]=[C:22]([CH3:24])[CH3:23])[C:9]([OH:25])=[C:10]([CH2:13][CH:14]=[C:15]([CH3:16])[CH3:17])[C:11]=1[OH:12])=[O:26])[CH3:53].